From a dataset of Full USPTO retrosynthesis dataset with 1.9M reactions from patents (1976-2016). Predict the reactants needed to synthesize the given product. (1) Given the product [OH:1][CH2:2][CH2:3][CH2:4][CH2:5][CH2:6][CH2:7][CH2:8][CH2:9][CH2:10][O:11][C:12]1[CH:17]=[CH:16][N:15]=[C:14]([CH2:18][Cl:23])[C:13]=1[CH3:20], predict the reactants needed to synthesize it. The reactants are: [OH:1][CH2:2][CH2:3][CH2:4][CH2:5][CH2:6][CH2:7][CH2:8][CH2:9][CH2:10][O:11][C:12]1[CH:17]=[CH:16][N:15]=[C:14]([CH2:18]O)[C:13]=1[CH3:20].S(Cl)([Cl:23])=O.C(=O)([O-])[O-].[Na+].[Na+]. (2) Given the product [CH3:8][S:9]([O:27][CH:24]1[CH2:23][CH2:22][C:21]2[N:26]([C:18]3[N:17]=[CH:16][N:15]=[C:14]([NH2:13])[C:19]=3[C:20]=2[C:28]2[CH:29]=[N:30][C:31]3[C:36]([CH:37]=2)=[CH:35][CH:34]=[CH:33][CH:32]=3)[CH2:25]1)(=[O:11])=[O:10], predict the reactants needed to synthesize it. The reactants are: C(N(CC)CC)C.[CH3:8][S:9](Cl)(=[O:11])=[O:10].[NH2:13][C:14]1[C:19]2[C:20]([C:28]3[CH:29]=[N:30][C:31]4[C:36]([CH:37]=3)=[CH:35][CH:34]=[CH:33][CH:32]=4)=[C:21]3[N:26]([C:18]=2[N:17]=[CH:16][N:15]=1)[CH2:25][CH:24]([OH:27])[CH2:23][CH2:22]3.C(=O)(O)[O-].[Na+].